Dataset: Full USPTO retrosynthesis dataset with 1.9M reactions from patents (1976-2016). Task: Predict the reactants needed to synthesize the given product. (1) Given the product [Br:1][C:2]1[CH:3]=[CH:4][C:5](=[O:8])[N:6]([CH2:10][C:11]([O:13][CH3:14])=[O:12])[CH:7]=1, predict the reactants needed to synthesize it. The reactants are: [Br:1][C:2]1[CH:3]=[CH:4][C:5]([OH:8])=[N:6][CH:7]=1.Br[CH2:10][C:11]([O:13][CH3:14])=[O:12].C(=O)([O-])[O-].[K+].[K+]. (2) Given the product [N:9]1([C:10]([O:11][CH2:12][C:13]2[CH:18]=[CH:17][CH:16]=[CH:15][CH:14]=2)=[O:19])[CH2:1][CH:4]=[CH:5][CH2:6][CH2:7][CH2:8]1, predict the reactants needed to synthesize it. The reactants are: [CH2:1]([CH:4]=[CH:5][CH2:6][CH2:7][CH2:8][NH:9][C:10](=[O:19])[O:11][CH2:12][C:13]1[CH:18]=[CH:17][CH:16]=[CH:15][CH:14]=1)C=C. (3) Given the product [CH3:18][C:19]1[CH:20]=[CH:21][C:22]([C:25]2[NH:26][N:27]=[N:28][N:29]=2)=[CH:23][C:24]=1[C:2]1[CH:3]=[C:4]2[C:9](=[CH:10][CH:11]=1)[C:8]([N:12]1[CH2:17][CH2:16][O:15][CH2:14][CH2:13]1)=[N:7][N:6]=[CH:5]2, predict the reactants needed to synthesize it. The reactants are: Cl[C:2]1[CH:3]=[C:4]2[C:9](=[CH:10][CH:11]=1)[C:8]([N:12]1[CH2:17][CH2:16][O:15][CH2:14][CH2:13]1)=[N:7][N:6]=[CH:5]2.[CH3:18][C:19]1[CH:24]=[CH:23][C:22]([C:25]2[NH:29][N:28]=[N:27][N:26]=2)=[CH:21][C:20]=1B1OC(C)(C)C(C)(C)O1.C(O)C.C(=O)([O-])[O-].[K+].[K+].O.Cl. (4) Given the product [NH2:8][C:9]1[C:10]([CH2:29][C:30]2[CH:31]=[CH:32][C:33]([N:36]3[CH:40]=[CH:39][CH:38]=[N:37]3)=[CH:34][CH:35]=2)=[CH:11][C:12]([C:15]([O:17][CH3:18])=[O:16])=[N:13][CH:14]=1, predict the reactants needed to synthesize it. The reactants are: C1(C)C=CC=CC=1.[NH2:8][C:9]1[C:10](B2OC(C)(C)C(C)(C)O2)=[CH:11][C:12]([C:15]([O:17][CH3:18])=[O:16])=[N:13][CH:14]=1.Br[CH2:29][C:30]1[CH:35]=[CH:34][C:33]([N:36]2[CH:40]=[CH:39][CH:38]=[N:37]2)=[CH:32][CH:31]=1.C(=O)([O-])[O-].[K+].[K+]. (5) Given the product [F:37][C:31]1[CH:32]=[C:33]([F:36])[CH:34]=[CH:35][C:30]=1[CH2:29][C@H:16]([NH:15][C:12]([C:9]1[S:10][CH:11]=[C:7]([C:6]2[N:2]([CH3:1])[N:3]=[CH:4][CH:5]=2)[CH:8]=1)=[O:14])[CH2:17][N:18]1[C:26](=[O:27])[C:25]2[C:20](=[CH:21][CH:22]=[CH:23][CH:24]=2)[C:19]1=[O:28], predict the reactants needed to synthesize it. The reactants are: [CH3:1][N:2]1[C:6]([C:7]2[CH:8]=[C:9]([C:12]([OH:14])=O)[S:10][CH:11]=2)=[CH:5][CH:4]=[N:3]1.[NH2:15][C@@H:16]([CH2:29][C:30]1[CH:35]=[CH:34][C:33]([F:36])=[CH:32][C:31]=1[F:37])[CH2:17][N:18]1[C:26](=[O:27])[C:25]2[C:20](=[CH:21][CH:22]=[CH:23][CH:24]=2)[C:19]1=[O:28].FC1C=CC=C(F)C=1C[C@@H](C(O)=O)N.C1CN([P+](Br)(N2CCCC2)N2CCCC2)CC1.F[P-](F)(F)(F)(F)F.CCN(C(C)C)C(C)C. (6) Given the product [C:11]1([C:9]([CH2:8][CH:7]([C:1]2[CH:2]=[CH:3][CH:4]=[CH:5][CH:6]=2)[N:17]2[CH:21]=[N:20][CH:19]=[N:18]2)=[O:10])[CH:16]=[CH:15][CH:14]=[CH:13][CH:12]=1, predict the reactants needed to synthesize it. The reactants are: [C:1]1(/[CH:7]=[CH:8]/[C:9]([C:11]2[CH:16]=[CH:15][CH:14]=[CH:13][CH:12]=2)=[O:10])[CH:6]=[CH:5][CH:4]=[CH:3][CH:2]=1.[NH:17]1[CH:21]=[N:20][CH:19]=[N:18]1.CCOC(C)=O.